From a dataset of Forward reaction prediction with 1.9M reactions from USPTO patents (1976-2016). Predict the product of the given reaction. (1) Given the reactants [CH3:1][C:2]1[CH:6]=[C:5]([CH3:7])[N:4]([C:8]2[CH:9]=[C:10]([CH:25]=[CH:26][CH:27]=2)[O:11][C:12]2[CH:24]=[CH:23][C:22]3[C:21]4[C:16](=[CH:17][CH:18]=[CH:19][CH:20]=4)[NH:15][C:14]=3[CH:13]=2)[N:3]=1.Br[C:29]1[N:34]=[CH:33][CH:32]=[CH:31][N:30]=1, predict the reaction product. The product is: [CH3:1][C:2]1[CH:6]=[C:5]([CH3:7])[N:4]([C:8]2[CH:9]=[C:10]([CH:25]=[CH:26][CH:27]=2)[O:11][C:12]2[CH:24]=[CH:23][C:22]3[C:21]4[C:16](=[CH:17][CH:18]=[CH:19][CH:20]=4)[N:15]([C:29]4[N:34]=[CH:33][CH:32]=[CH:31][N:30]=4)[C:14]=3[CH:13]=2)[N:3]=1. (2) Given the reactants [CH2:1]([O:8][C:9]1[C:14](=[O:15])[N:13]2[CH:16]=[C:17]([N:21]3[CH2:26][CH2:25][O:24][CH2:23][CH2:22]3)[CH:18]=[C:19](Br)[C:12]2=[N:11][C:10]=1[C:27]1[S:28][C:29]([CH2:32][C:33]2[CH:38]=[CH:37][C:36]([F:39])=[CH:35][CH:34]=2)=[CH:30][N:31]=1)[C:2]1[CH:7]=[CH:6][CH:5]=[CH:4][CH:3]=1.[CH:40]([N:43]1[CH2:47][CH2:46][NH:45][C:44]1=[O:48])([CH3:42])[CH3:41].CC1(C)C2C(=C(P(C3C=CC=CC=3)C3C=CC=CC=3)C=CC=2)OC2C(P(C3C=CC=CC=3)C3C=CC=CC=3)=CC=CC1=2.C([O-])([O-])=O.[Cs+].[Cs+].N#N, predict the reaction product. The product is: [CH2:1]([O:8][C:9]1[C:14](=[O:15])[N:13]2[CH:16]=[C:17]([N:21]3[CH2:26][CH2:25][O:24][CH2:23][CH2:22]3)[CH:18]=[C:19]([N:45]3[CH2:46][CH2:47][N:43]([CH:40]([CH3:42])[CH3:41])[C:44]3=[O:48])[C:12]2=[N:11][C:10]=1[C:27]1[S:28][C:29]([CH2:32][C:33]2[CH:38]=[CH:37][C:36]([F:39])=[CH:35][CH:34]=2)=[CH:30][N:31]=1)[C:2]1[CH:7]=[CH:6][CH:5]=[CH:4][CH:3]=1. (3) Given the reactants [CH3:1][C:2]1([CH3:9])[O:6][CH:5]([CH2:7][OH:8])[CH2:4][O:3]1.[OH-].[K+].I[CH:13]([CH3:15])[CH3:14], predict the reaction product. The product is: [CH:13]([O:8][CH2:7][C@@H:5]1[CH2:4][O:3][C:2]([CH3:9])([CH3:1])[O:6]1)([CH3:15])[CH3:14]. (4) The product is: [CH3:20][N:12]([CH2:11][C:9]1[S:10][C:5]2[C:4]([N:21]3[CH2:26][CH2:25][O:24][CH2:23][CH2:22]3)=[N:3][C:2]([C:35]3[CH:36]=[N:37][C:38]([NH2:41])=[N:39][CH:40]=3)=[N:7][C:6]=2[CH:8]=1)[CH2:13][C:14]1[N:15]=[CH:16][N:17]([CH3:19])[CH:18]=1. Given the reactants Cl[C:2]1[N:3]=[C:4]([N:21]2[CH2:26][CH2:25][O:24][CH2:23][CH2:22]2)[C:5]2[S:10][C:9]([CH2:11][N:12]([CH3:20])[CH2:13][C:14]3[N:15]=[CH:16][N:17]([CH3:19])[CH:18]=3)=[CH:8][C:6]=2[N:7]=1.CC1(C)C(C)(C)OB([C:35]2[CH:36]=[N:37][C:38]([NH2:41])=[N:39][CH:40]=2)O1, predict the reaction product. (5) The product is: [CH3:14][O:15][C:16]1[CH:21]=[CH:20][C:19]([C:2]2[CH:10]=[CH:9][CH:8]=[C:7]3[C:3]=2[C:4]([CH:12]=[O:13])=[CH:5][N:6]3[CH3:11])=[CH:18][CH:17]=1. Given the reactants Br[C:2]1[CH:10]=[CH:9][CH:8]=[C:7]2[C:3]=1[C:4]([CH:12]=[O:13])=[CH:5][N:6]2[CH3:11].[CH3:14][O:15][C:16]1[CH:21]=[CH:20][C:19](B2OC(C)(C)C(C)(C)O2)=[CH:18][CH:17]=1.C(COC)OC.C(=O)([O-])[O-].[Na+].[Na+], predict the reaction product. (6) Given the reactants O=[C:2]1[C:9]2[CH:8]=[C:7]([C:10]([O:12][CH3:13])=[O:11])[NH:6][C:5]=2[CH2:4][CH2:3]1.[CH3:14][O:15][C:16]1[CH:17]=[C:18]([CH:22]=[CH:23][CH:24]=1)[CH2:19][Mg]Br.ClC1C=C(C=CC=1Cl)/C=C1\CCC2NC(C(OC)=O)=CC\1=2, predict the reaction product. The product is: [CH3:14][O:15][C:16]1[CH:17]=[C:18]([CH:22]=[CH:23][CH:24]=1)[CH2:19][CH:2]1[C:9]2[CH:8]=[C:7]([C:10]([O:12][CH3:13])=[O:11])[NH:6][C:5]=2[CH2:4][CH2:3]1. (7) Given the reactants [Cl:1][C:2]1[CH:23]=[CH:22][C:5]([O:6][C:7]2[CH:12]=[CH:11][C:10]([C:13]3[N:18]=[C:17]([C:19](O)=[O:20])[CH:16]=[CH:15][N:14]=3)=[CH:9][CH:8]=2)=[C:4]([F:24])[CH:3]=1.ClC1C=CC(OC2C=CC(C3N=C(C)C=C[N:38]=3)=CC=2)=C(F)C=1.[Se](=O)=O, predict the reaction product. The product is: [Cl:1][C:2]1[CH:23]=[CH:22][C:5]([O:6][C:7]2[CH:8]=[CH:9][C:10]([C:13]3[N:18]=[C:17]([C:19]([NH2:38])=[O:20])[CH:16]=[CH:15][N:14]=3)=[CH:11][CH:12]=2)=[C:4]([F:24])[CH:3]=1.